Predict the reaction yield, written as a fraction of the theoretical maximum amount of product (1.0 means a 100% yield; for example, 0.34 means a 34% yield). From a dataset of Reaction yield outcomes from USPTO patents with 853,638 reactions. (1) The reactants are Br[C:2]1[CH:7]=[CH:6][CH:5]=[CH:4][CH:3]=1.[NH2:8][C:9]1[CH:17]=[CH:16][CH:15]=[CH:14][C:10]=1[C:11]([NH2:13])=[O:12].CCCCCC. The catalyst is C(OCC)(=O)C. The product is [C:2]1([NH:8][C:9]2[CH:17]=[CH:16][CH:15]=[CH:14][C:10]=2[C:11]([NH2:13])=[O:12])[CH:7]=[CH:6][CH:5]=[CH:4][CH:3]=1. The yield is 0.700. (2) The reactants are [OH-].[Na+].[C:3]([O:9][CH2:10][CH3:11])(=[O:8])[CH2:4][C:5]([CH3:7])=[O:6].[CH3:12][C:13]1[CH:21]=[CH:20]C(C(Cl)=O)=[CH:15][CH:14]=1. The catalyst is O.C1(C)C=CC=CC=1. The product is [CH3:12][C:13]1[CH:21]=[CH:20][C:7]([C:5]([CH2:4][C:3]([O:9][CH2:10][CH3:11])=[O:8])=[O:6])=[CH:15][CH:14]=1. The yield is 0.350. (3) The reactants are C1(P(C2CCCCC2)C2CCCCC2)CCCCC1.C([O-])(=O)C.[B:33]1([B:33]2[O:37][C:36]([CH3:39])([CH3:38])[C:35]([CH3:41])([CH3:40])[O:34]2)[O:37][C:36]([CH3:39])([CH3:38])[C:35]([CH3:41])([CH3:40])[O:34]1.Br[C:43]1[CH:44]=[C:45]([C:49](=[O:54])[C:50]([F:53])([F:52])[F:51])[CH:46]=[CH:47][CH:48]=1. The catalyst is O1CCOCC1.C1C=CC(/C=C/C(/C=C/C2C=CC=CC=2)=O)=CC=1.C1C=CC(/C=C/C(/C=C/C2C=CC=CC=2)=O)=CC=1.[Pd]. The product is [F:51][C:50]([F:52])([F:53])[C:49]([C:45]1[CH:46]=[CH:47][CH:48]=[C:43]([B:33]2[O:34][C:35]([CH3:40])([CH3:41])[C:36]([CH3:38])([CH3:39])[O:37]2)[CH:44]=1)=[O:54]. The yield is 0.290. (4) The reactants are [C:1](Cl)(=[O:3])[CH3:2].[N+:5]([C:8]1[CH:9]=[CH:10][C:11]2[CH2:17][CH2:16][CH2:15][CH2:14][NH:13][C:12]=2[CH:18]=1)([O-:7])=[O:6].C([O-])(O)=O.[Na+]. The product is [N+:5]([C:8]1[CH:9]=[CH:10][C:11]2[CH2:17][CH2:16][CH2:15][CH2:14][N:13]([C:1](=[O:3])[CH3:2])[C:12]=2[CH:18]=1)([O-:7])=[O:6]. The catalyst is C(Cl)Cl. The yield is 0.800. (5) The reactants are [N+:1]([C:4]1[CH:5]=[C:6](O)[CH:7]=[CH:8][CH:9]=1)([O-:3])=[O:2].ClC[C:13]1[O:17][C:16]([C:18]([O:20][CH3:21])=[O:19])=[CH:15][CH:14]=1.[C:22]([O-])([O-])=[O:23].[K+].[K+]. The catalyst is CC(C)=O.O. The product is [N+:1]([C:4]1[CH:5]=[CH:6][C:7]([O:23][CH2:22][C:14]2[CH:15]=[C:16]([C:18]([O:20][CH3:21])=[O:19])[O:17][CH:13]=2)=[CH:8][CH:9]=1)([O-:3])=[O:2]. The yield is 0.900. (6) The reactants are [F:1][C:2]1[CH:7]=[CH:6][CH:5]=[CH:4][C:3]=1[C:8]1[NH:12][CH:11]=[C:10]([CH:13]=[O:14])[CH:9]=1.[H-].[Na+].C1OCCOCCOCCOCCOC1.Cl.[N:33]1[CH:38]=[CH:37][CH:36]=[C:35]([S:39](Cl)(=[O:41])=[O:40])[CH:34]=1. The catalyst is O1CCCC1.[Cl-].[Na+].O. The product is [F:1][C:2]1[CH:7]=[CH:6][CH:5]=[CH:4][C:3]=1[C:8]1[N:12]([S:39]([C:35]2[CH:34]=[N:33][CH:38]=[CH:37][CH:36]=2)(=[O:41])=[O:40])[CH:11]=[C:10]([CH:13]=[O:14])[CH:9]=1. The yield is 0.820.